Dataset: Full USPTO retrosynthesis dataset with 1.9M reactions from patents (1976-2016). Task: Predict the reactants needed to synthesize the given product. Given the product [F:1][C:2]1[CH:7]=[C:6]([F:8])[CH:5]=[CH:4][C:3]=1[N:9]1[C:13]([C:14]2[N:23]=[C:22]3[C:21]4[CH:24]=[CH:25][C:26]([CH2:28][NH:29][C:32]([NH2:33])=[O:31])=[CH:27][C:20]=4[O:19][CH2:18][CH2:17][N:16]3[CH:15]=2)=[N:12][C:11]([CH3:30])=[N:10]1, predict the reactants needed to synthesize it. The reactants are: [F:1][C:2]1[CH:7]=[C:6]([F:8])[CH:5]=[CH:4][C:3]=1[N:9]1[C:13]([C:14]2[N:23]=[C:22]3[N:16]([CH2:17][CH2:18][O:19][C:20]4[CH:27]=[C:26]([CH2:28][NH2:29])[CH:25]=[CH:24][C:21]=43)[CH:15]=2)=[N:12][C:11]([CH3:30])=[N:10]1.[O-:31][C:32]#[N:33].[K+].